Dataset: Catalyst prediction with 721,799 reactions and 888 catalyst types from USPTO. Task: Predict which catalyst facilitates the given reaction. (1) Reactant: [N:1]1[CH:6]=[CH:5][CH:4]=[N:3][C:2]=1[C:7]1[S:8][C:9]([C:16]([OH:18])=O)=[C:10]([C:12]([F:15])([F:14])[F:13])[N:11]=1.[Cl:19][C:20]1[CH:25]=[CH:24][C:23]([CH:26]([N:29]2[CH2:34][CH2:33][CH2:32][CH2:31][CH2:30]2)[CH2:27][NH2:28])=[CH:22][CH:21]=1.F[P-](F)(F)(F)(F)F.N1(O[P+](N(C)C)(N(C)C)N(C)C)C2C=CC=CC=2N=N1.CCOC(C)=O. Product: [Cl:19][C:20]1[CH:25]=[CH:24][C:23]([CH:26]([N:29]2[CH2:30][CH2:31][CH2:32][CH2:33][CH2:34]2)[CH2:27][NH:28][C:16]([C:9]2[S:8][C:7]([C:2]3[N:1]=[CH:6][CH:5]=[CH:4][N:3]=3)=[N:11][C:10]=2[C:12]([F:13])([F:14])[F:15])=[O:18])=[CH:22][CH:21]=1. The catalyst class is: 47. (2) Reactant: C(O[C:6](=O)[NH:7][CH:8]([C:32]1[CH:37]=[CH:36][C:35]([O:38][CH2:39][CH2:40][O:41][CH:42]2[CH2:47][CH2:46][CH2:45][CH2:44][O:43]2)=[CH:34][CH:33]=1)[C:9](=O)[N:10]1[CH2:14][CH2:13][C@@H:12]([O:15][CH2:16][CH2:17][O:18][CH2:19][CH2:20][O:21][CH2:22][CH2:23][O:24][CH:25]2[CH2:30][CH2:29][CH2:28][CH2:27][O:26]2)[CH2:11]1)(C)(C)C.[H-].[Al+3].[Li+].[H-].[H-].[H-].C(=O)([O-])[O-].[Na+].[Na+].C(OCC)(=O)C. Product: [CH3:6][NH:7][CH:8]([C:32]1[CH:33]=[CH:34][C:35]([O:38][CH2:39][CH2:40][O:41][CH:42]2[CH2:47][CH2:46][CH2:45][CH2:44][O:43]2)=[CH:36][CH:37]=1)[CH2:9][N:10]1[CH2:14][CH2:13][C@@H:12]([O:15][CH2:16][CH2:17][O:18][CH2:19][CH2:20][O:21][CH2:22][CH2:23][O:24][CH:25]2[CH2:30][CH2:29][CH2:28][CH2:27][O:26]2)[CH2:11]1. The catalyst class is: 7. (3) Reactant: [NH2:1][C:2]1[CH:11]=[CH:10][CH:9]=[C:8]2[C:3]=1[CH:4]=[CH:5][CH:6]=[N:7]2.[C:12]([OH:17])(=[O:16])/[CH:13]=[CH:14]/[CH3:15].O.[OH-].[Na+]. Product: [N:7]1[C:8]2[C:3](=[C:2]([NH:1][CH:14]([CH3:15])[CH2:13][C:12]([OH:17])=[O:16])[CH:11]=[CH:10][CH:9]=2)[CH:4]=[CH:5][CH:6]=1. The catalyst class is: 11. (4) Reactant: Cl.[CH:2]12[NH:10][CH:6]([CH2:7][CH2:8][CH2:9]1)[CH2:5][O:4][CH2:3]2.[CH:11]([N:14](CC)C(C)C)(C)[CH3:12].BrCC#N.[I-].[Na+]. Product: [CH:6]12[N:10]([CH2:12][C:11]#[N:14])[CH:2]([CH2:9][CH2:8][CH2:7]1)[CH2:3][O:4][CH2:5]2. The catalyst class is: 9. (5) Reactant: C(=O)([O-])[O-].[K+].[K+].[Cl:7][C:8]1[C:17]2[C:12](=[CH:13][CH:14]=[CH:15][CH:16]=2)[C:11](=[O:18])[NH:10][N:9]=1.Br[CH2:20][CH2:21][O:22][CH3:23]. Product: [Cl:7][C:8]1[C:17]2[C:12](=[CH:13][CH:14]=[CH:15][CH:16]=2)[C:11](=[O:18])[N:10]([CH2:20][CH2:21][O:22][CH3:23])[N:9]=1. The catalyst class is: 6. (6) Reactant: [CH3:1][C:2]1[N:3]=[CH:4][N:5]([C:8]2[CH:9]=[C:10]([NH2:14])[CH:11]=[CH:12][CH:13]=2)[C:6]=1[CH3:7].Cl[C:16]1[CH:21]=[C:20]([C:22]2[S:23][CH:24]=[CH:25][CH:26]=2)[N:19]=[CH:18][N:17]=1.C(=O)([O-])[O-].[K+].[K+]. Product: [CH3:1][C:2]1[N:3]=[CH:4][N:5]([C:8]2[CH:9]=[C:10]([NH:14][C:16]3[CH:21]=[C:20]([C:22]4[S:23][CH:24]=[CH:25][CH:26]=4)[N:19]=[CH:18][N:17]=3)[CH:11]=[CH:12][CH:13]=2)[C:6]=1[CH3:7]. The catalyst class is: 13.